From a dataset of Forward reaction prediction with 1.9M reactions from USPTO patents (1976-2016). Predict the product of the given reaction. Given the reactants [CH2:1]([N:6]1[CH2:11][CH2:10][N:9]([C:12]2[CH:17]=[CH:16][C:15]([N+:18]([O-])=O)=[CH:14][CH:13]=2)[CH2:8][CH2:7]1)[CH2:2][CH:3]([CH3:5])[CH3:4], predict the reaction product. The product is: [CH2:1]([N:6]1[CH2:11][CH2:10][N:9]([C:12]2[CH:13]=[CH:14][C:15]([NH2:18])=[CH:16][CH:17]=2)[CH2:8][CH2:7]1)[CH2:2][CH:3]([CH3:5])[CH3:4].